Dataset: Reaction yield outcomes from USPTO patents with 853,638 reactions. Task: Predict the reaction yield, written as a fraction of the theoretical maximum amount of product (1.0 means a 100% yield; for example, 0.34 means a 34% yield). (1) The reactants are [H-].[H-].[H-].[H-].[Li+].[Al+3].[CH3:7][C:8]([C:15]1[NH:16][C:17]2[C:22]([CH:23]=1)=[CH:21][C:20]([N+:24]([O-:26])=[O:25])=[CH:19][CH:18]=2)([CH3:14])[C:9](OCC)=[O:10].O.[OH-].[Na+]. The catalyst is C1COCC1. The product is [CH3:14][C:8]([C:15]1[NH:16][C:17]2[C:22]([CH:23]=1)=[CH:21][C:20]([N+:24]([O-:26])=[O:25])=[CH:19][CH:18]=2)([CH3:7])[CH2:9][OH:10]. The yield is 0.580. (2) The reactants are OC(C)(C)CN1C=C[C:6]([NH:9][C:10](=[O:30])[C@@H:11]([N:16]2[CH2:20][C:19]([O:21][C:22]3[CH:27]=[CH:26][CH:25]=[CH:24][C:23]=3[Cl:28])=[CH:18][C:17]2=[O:29])[CH2:12][CH:13]([CH3:15])[CH3:14])=[N:5]1.Cl.CN(C)CCCN=C=NCC.ON1C2C=CC=CC=2N=N1.NC1[S:60][N:59]=[C:58]([CH2:61][C:62](=[O:64])[CH3:63])N=1. The catalyst is ClCCl. The product is [O:64]=[C:62]([CH3:63])[CH2:61][C:58]1[N:5]=[C:6]([NH:9][C:10](=[O:30])[C@@H:11]([N:16]2[CH2:20][C:19]([O:21][C:22]3[CH:27]=[CH:26][CH:25]=[CH:24][C:23]=3[Cl:28])=[CH:18][C:17]2=[O:29])[CH2:12][CH:13]([CH3:15])[CH3:14])[S:60][N:59]=1. The yield is 0.400. (3) The reactants are [C:1]([CH2:3][CH2:4][C:5]1[N:10]=[C:9]([C:11]#[N:12])[CH:8]=[CH:7][CH:6]=1)#[N:2].[C:13](OC)(=[O:21])[C:14]1[C:15](=[CH:17][CH:18]=[CH:19][CH:20]=1)[SH:16].C(N(CC)CC)C. The catalyst is C1(C)C=CC=CC=1. The product is [O:21]=[C:13]1[C:14]2[CH:20]=[CH:19][CH:18]=[CH:17][C:15]=2[S:16][C:11]([C:9]2[N:10]=[C:5]([CH2:4][CH2:3][C:1]#[N:2])[CH:6]=[CH:7][CH:8]=2)=[N:12]1. The yield is 0.540. (4) The reactants are Br[C:2]1[C:11]2[C:6](=[C:7]([C:13]#[N:14])[CH:8]=[C:9]([OH:12])[CH:10]=2)[C:5](=[O:15])[N:4]([C:16]2[CH:21]=[CH:20][C:19]([OH:22])=[CH:18][CH:17]=2)[CH:3]=1.C(=O)([O-])[O-].[Cs+].[Cs+].[F:29][C:30]1[CH:31]=[C:32](B(O)O)[CH:33]=[C:34]([F:37])[C:35]=1[F:36]. The catalyst is C1C=CC([P]([Pd]([P](C2C=CC=CC=2)(C2C=CC=CC=2)C2C=CC=CC=2)([P](C2C=CC=CC=2)(C2C=CC=CC=2)C2C=CC=CC=2)[P](C2C=CC=CC=2)(C2C=CC=CC=2)C2C=CC=CC=2)(C2C=CC=CC=2)C2C=CC=CC=2)=CC=1. The product is [OH:12][C:9]1[CH:10]=[C:11]2[C:6](=[C:7]([C:13]#[N:14])[CH:8]=1)[C:5](=[O:15])[N:4]([C:16]1[CH:21]=[CH:20][C:19]([OH:22])=[CH:18][CH:17]=1)[CH:3]=[C:2]2[C:32]1[CH:31]=[C:30]([F:29])[C:35]([F:36])=[C:34]([F:37])[CH:33]=1. The yield is 0.308. (5) The yield is 0.976. The catalyst is C1(C)C=CC=CC=1. The product is [Cl:25][C:2]([Cl:1])([CH2:7][CH2:8][CH2:9][CH2:10][CH2:11][CH2:12][CH2:13][CH2:14][CH:15]=[CH:16][C:18]1[CH:19]=[CH:20][C:21]([Cl:24])=[CH:22][CH:23]=1)[C:3]([O:5][CH3:6])=[O:4]. The reactants are [Cl:1][C:2]([Cl:25])([CH2:7][CH2:8][CH2:9][CH2:10][CH2:11][CH2:12][CH2:13][CH2:14][CH2:15][CH:16]([C:18]1[CH:23]=[CH:22][C:21]([Cl:24])=[CH:20][CH:19]=1)O)[C:3]([O:5][CH3:6])=[O:4].O.C1(C)C=CC(S(O)(=O)=O)=CC=1. (6) The reactants are C[O:2][C:3]([C:5]1[C:6]([C:15]2[CH:20]=[CH:19][CH:18]=[CH:17][CH:16]=2)=[CH:7][CH:8]=[C:9]([S:11]([CH3:14])(=[O:13])=[O:12])[CH:10]=1)=[O:4].[OH-].[Na+].Cl. The catalyst is C1COCC1. The product is [CH3:14][S:11]([C:9]1[CH:10]=[C:5]([C:3]([OH:4])=[O:2])[C:6]([C:15]2[CH:20]=[CH:19][CH:18]=[CH:17][CH:16]=2)=[CH:7][CH:8]=1)(=[O:12])=[O:13]. The yield is 0.950. (7) The reactants are [NH2:1][C:2]1[C:3]([C:31]([CH3:39])([CH3:38])[O:32][SiH2:33][C:34]([CH3:37])([CH3:36])[CH3:35])=[C:4]([C:8]2[CH:9]=[C:10]([NH:16][C:17]3[CH:22]=[CH:21][C:20]([C:23]([N:25]4[CH2:30][CH2:29][O:28][CH2:27][CH2:26]4)=[O:24])=[CH:19][N:18]=3)[C:11](=[O:15])[N:12]([CH3:14])[CH:13]=2)[CH:5]=[CH:6][CH:7]=1.C(N(CC)CC)C.[C:47](Cl)(Cl)=[O:48].[Cl:51][C:52]1[CH:53]=[C:54]2[C:58](=[CH:59][CH:60]=1)[CH2:57][NH:56][CH2:55]2. The catalyst is C(Cl)Cl.C(OCC)(=O)C. The product is [C:34]([SiH2:33][O:32][C:31]([CH3:39])([CH3:38])[C:3]1[C:4]([C:8]2[CH:9]=[C:10]([NH:16][C:17]3[CH:22]=[CH:21][C:20]([C:23]([N:25]4[CH2:30][CH2:29][O:28][CH2:27][CH2:26]4)=[O:24])=[CH:19][N:18]=3)[C:11](=[O:15])[N:12]([CH3:14])[CH:13]=2)=[CH:5][CH:6]=[CH:7][C:2]=1[NH:1][C:47]([N:56]1[CH2:55][C:54]2[C:58](=[CH:59][CH:60]=[C:52]([Cl:51])[CH:53]=2)[CH2:57]1)=[O:48])([CH3:37])([CH3:36])[CH3:35]. The yield is 0.980. (8) The reactants are C([O:3][C:4](=O)[C:5]([F:17])([F:16])[C:6]1[CH:15]=[CH:14][C:13]2[C:8](=[CH:9][CH:10]=[CH:11][CH:12]=2)[N:7]=1)C.[BH4-].[Na+]. The catalyst is C(O)C. The product is [F:17][C:5]([F:16])([C:6]1[CH:15]=[CH:14][C:13]2[C:8](=[CH:9][CH:10]=[CH:11][CH:12]=2)[N:7]=1)[CH2:4][OH:3]. The yield is 0.440.